From a dataset of Catalyst prediction with 721,799 reactions and 888 catalyst types from USPTO. Predict which catalyst facilitates the given reaction. Reactant: C(OC(=O)[NH:7][C:8]1[S:9][C:10]([C:34]2[CH:39]=[CH:38][C:37]([C:40]#[N:41])=[CH:36][CH:35]=2)=[CH:11][C:12]=1[C:13]([N:15]1[CH2:20][CH2:19][CH:18]([N:21]2[CH2:33][CH2:32][CH2:31][C:23]3([C:27](=[O:28])[O:26][C:25]([CH3:30])([CH3:29])[CH2:24]3)[CH2:22]2)[CH2:17][CH2:16]1)=[O:14])(C)(C)C.C(=O)([O-])O.[Na+]. Product: [NH2:7][C:8]1[S:9][C:10]([C:34]2[CH:35]=[CH:36][C:37]([C:40]#[N:41])=[CH:38][CH:39]=2)=[CH:11][C:12]=1[C:13]([N:15]1[CH2:16][CH2:17][CH:18]([N:21]2[CH2:33][CH2:32][CH2:31][C:23]3([C:27](=[O:28])[O:26][C:25]([CH3:30])([CH3:29])[CH2:24]3)[CH2:22]2)[CH2:19][CH2:20]1)=[O:14]. The catalyst class is: 55.